Dataset: Full USPTO retrosynthesis dataset with 1.9M reactions from patents (1976-2016). Task: Predict the reactants needed to synthesize the given product. Given the product [Cl:11][C:4]1[CH:5]=[C:6]2[C:10](=[C:2]([B:15]3[O:16][C:17]([CH3:19])([CH3:18])[C:13]([CH3:29])([CH3:12])[O:14]3)[CH:3]=1)[NH:9][CH:8]=[CH:7]2, predict the reactants needed to synthesize it. The reactants are: Br[C:2]1[CH:3]=[C:4]([Cl:11])[CH:5]=[C:6]2[C:10]=1[NH:9][CH:8]=[CH:7]2.[CH3:12][C:13]1([CH3:29])[C:17]([CH3:19])([CH3:18])[O:16][B:15]([B:15]2[O:16][C:17]([CH3:19])([CH3:18])[C:13]([CH3:29])([CH3:12])[O:14]2)[O:14]1.CC([O-])=O.[K+].